Dataset: hERG channel blocking data for cardiac toxicity assessment. Task: Regression/Classification. Given a drug SMILES string, predict its toxicity properties. Task type varies by dataset: regression for continuous values (e.g., LD50, hERG inhibition percentage) or binary classification for toxic/non-toxic outcomes (e.g., AMES mutagenicity, cardiotoxicity, hepatotoxicity). Dataset: herg. (1) The drug is CC(C)(O)c1ccc([C@H](O)CCC[NH+]2CCC(C(O)(c3ccccc3)c3ccccc3)CC2)cc1. The result is 0 (non-blocker). (2) The drug is O=C(c1ccc(F)cc1)c1ccc(F)cc1. The result is 0 (non-blocker). (3) The compound is C[C@H](CN(C)C)CN1c2ccccc2Sc2ccc(C#N)cc21. The result is 1 (blocker). (4) The compound is [N-]=[N+]=NCC(N)=O. The result is 0 (non-blocker). (5) The compound is CCCN[C@@H](C)C(=O)Nc1c(C)csc1C(=O)OC. The result is 0 (non-blocker). (6) The compound is C[NH2+][C@H]1CC[C@@H](c2ccc(Cl)c(Cl)c2)c2ccccc21. The result is 1 (blocker). (7) The drug is Nc1nc(N)nc(CCCCc2nc(N)nc(N)n2)n1. The result is 0 (non-blocker). (8) The molecule is CN(C)CCC=C1c2ccccc2CCc2ccccc21. The result is 1 (blocker). (9) The compound is Clc1ccc(C(c2ccc(Cl)cc2)n2cc[n+](C[C@H](OCc3ccc(Cl)cc3Cl)c3ccc(Cl)cc3Cl)c2)cc1. The result is 1 (blocker).